From a dataset of Catalyst prediction with 721,799 reactions and 888 catalyst types from USPTO. Predict which catalyst facilitates the given reaction. (1) Reactant: [CH3:1][O:2][C:3]([C@@:5]1([CH3:18])[C@@H:9]([OH:10])[CH2:8][CH2:7][N:6]1[C:11]([O:13][C:14]([CH3:17])([CH3:16])[CH3:15])=[O:12])=[O:4].N1C=CN=C1.[Si:24](Cl)([C:27]([CH3:30])([CH3:29])[CH3:28])([CH3:26])[CH3:25]. Product: [CH3:1][O:2][C:3]([C@@:5]1([CH3:18])[C@@H:9]([O:10][Si:24]([C:27]([CH3:30])([CH3:29])[CH3:28])([CH3:26])[CH3:25])[CH2:8][CH2:7][N:6]1[C:11]([O:13][C:14]([CH3:17])([CH3:16])[CH3:15])=[O:12])=[O:4]. The catalyst class is: 2. (2) Reactant: [Si:1]([O:8][C@@H:9]([CH2:38][CH2:39][C:40]1[CH:45]=[CH:44][CH:43]=[CH:42][CH:41]=1)/[CH:10]=[CH:11]/[C@H:12]1[C@H:16]([O:17][Si:18]([C:21]([CH3:24])([CH3:23])[CH3:22])([CH3:20])[CH3:19])[CH2:15][C:14](=[O:25])[C@@H:13]1[CH2:26]/[CH:27]=[CH:28]\[CH2:29][CH2:30][CH2:31][C:32]([O:34][CH:35]([CH3:37])[CH3:36])=[O:33])([C:4]([CH3:7])([CH3:6])[CH3:5])([CH3:3])[CH3:2].CCC(C)[BH-](C(C)CC)C(C)CC.[Li+].OO.[Na+].[Cl-]. Product: [Si:1]([O:8][C@@H:9]([CH2:38][CH2:39][C:40]1[CH:41]=[CH:42][CH:43]=[CH:44][CH:45]=1)/[CH:10]=[CH:11]/[C@H:12]1[C@H:16]([O:17][Si:18]([C:21]([CH3:22])([CH3:23])[CH3:24])([CH3:19])[CH3:20])[CH2:15][C@H:14]([OH:25])[C@@H:13]1[CH2:26]/[CH:27]=[CH:28]\[CH2:29][CH2:30][CH2:31][C:32]([O:34][CH:35]([CH3:37])[CH3:36])=[O:33])([C:4]([CH3:5])([CH3:6])[CH3:7])([CH3:3])[CH3:2]. The catalyst class is: 1. (3) Reactant: [Br:1][C:2]1[CH:10]=[CH:9][C:8]([C:11]([NH:13][CH2:14][C:15]([CH3:18])([CH3:17])[CH3:16])=[O:12])=[CH:7][C:3]=1C(O)=O.C1C=CC(P(N=[N+]=[N-])(C2C=CC=CC=2)=[O:26])=CC=1.CC[N:38]([CH2:41]C)CC.[CH2:43]([OH:50])[C:44]1[CH:49]=[CH:48][CH:47]=[CH:46][CH:45]=1. Product: [Br:1][C:2]1[CH:10]=[CH:9][C:8]([C:11]([NH:13][CH2:14][C:15]([CH3:16])([CH3:17])[CH3:18])=[O:12])=[CH:7][C:3]=1[NH:38][C:41](=[O:26])[O:50][CH2:43][C:44]1[CH:49]=[CH:48][CH:47]=[CH:46][CH:45]=1. The catalyst class is: 11. (4) Reactant: [CH3:1][C:2]1[C:3]([N+:12]([O-:14])=[O:13])=[C:4]2[C:8](=[C:9]([CH3:11])[CH:10]=1)[NH:7][CH:6]=[CH:5]2.[H-].[Na+].[S:17](Cl)([C:20]1[CH:26]=[CH:25][C:23]([CH3:24])=[CH:22][CH:21]=1)(=[O:19])=[O:18]. Product: [CH3:1][C:2]1[C:3]([N+:12]([O-:14])=[O:13])=[C:4]2[C:8](=[C:9]([CH3:11])[CH:10]=1)[N:7]([S:17]([C:20]1[CH:26]=[CH:25][C:23]([CH3:24])=[CH:22][CH:21]=1)(=[O:19])=[O:18])[CH:6]=[CH:5]2. The catalyst class is: 3. (5) Reactant: CC(C1C=CC(B2OC(C)(C)C(C)(C)O2)=CC=1)(C)C(OCC)=O.BrC1C=CC(S(CCCOC)(=O)=O)=CC=1.[CH3:39][O:40][CH2:41][CH2:42][CH2:43][S:44]([C:47]1[CH:52]=[CH:51][C:50]([C:53]2[CH:58]=[CH:57][C:56]([C:59]([CH3:66])([CH3:65])[C:60]([O:62]CC)=[O:61])=[CH:55][CH:54]=2)=[CH:49][CH:48]=1)(=[O:46])=[O:45].[OH-].[Li+]. Product: [CH3:39][O:40][CH2:41][CH2:42][CH2:43][S:44]([C:47]1[CH:52]=[CH:51][C:50]([C:53]2[CH:54]=[CH:55][C:56]([C:59]([CH3:66])([CH3:65])[C:60]([OH:62])=[O:61])=[CH:57][CH:58]=2)=[CH:49][CH:48]=1)(=[O:46])=[O:45]. The catalyst class is: 738. (6) Reactant: [OH:1][C@:2]12[CH2:11][CH2:10][CH2:9][CH2:8][C@H:7]1[O:6][C@@H:5]([C:12]1[CH:17]=[CH:16][N:15]=[CH:14][C:13]=1[N+:18]([O-:20])=[O:19])[CH2:4][C:3]2=O.[CH2:22]([NH2:29])[C:23]1[CH:28]=[CH:27][CH:26]=[CH:25][CH:24]=1.[Li+].[BH4-]. Product: [CH2:22]([NH:29][C@H:3]1[C@:2]2([OH:1])[C@@H:7]([CH2:8][CH2:9][CH2:10][CH2:11]2)[O:6][C@@H:5]([C:12]2[CH:17]=[CH:16][N:15]=[CH:14][C:13]=2[N+:18]([O-:20])=[O:19])[CH2:4]1)[C:23]1[CH:28]=[CH:27][CH:26]=[CH:25][CH:24]=1. The catalyst class is: 5. (7) Reactant: [CH3:1][N:2]([CH2:4][CH2:5][CH2:6][C:7]1([C:18]2[CH:19]=[CH:20][C:21]([F:24])=[CH:22][CH:23]=2)[O:15][CH2:14][C:13]2[CH:12]=[C:11]([C:16]#[N:17])[CH:10]=[CH:9][C:8]1=2)[CH3:3].[BrH:25]. The catalyst class is: 11. Product: [CH3:1][N:2]([CH2:4][CH2:5][CH2:6][C:7]1([C:18]2[CH:23]=[CH:22][C:21]([F:24])=[CH:20][CH:19]=2)[O:15][CH2:14][C:13]2[CH:12]=[C:11]([C:16]#[N:17])[CH:10]=[CH:9][C:8]1=2)[CH3:3].[BrH:25]. (8) Reactant: CN(C=O)C.Br[CH2:7][CH2:8][CH2:9][CH2:10][O:11][C:12]1[CH:26]=[CH:25][C:15]([CH2:16][NH:17][CH2:18][CH2:19][N:20]2[CH2:24][CH2:23][CH2:22][CH2:21]2)=[CH:14][CH:13]=1.[NH:27]1[CH2:32][CH2:31][CH2:30][CH2:29][CH2:28]1. Product: [N:27]1([CH2:7][CH2:8][CH2:9][CH2:10][O:11][C:12]2[CH:26]=[CH:25][C:15]([CH2:16][NH:17][CH2:18][CH2:19][N:20]3[CH2:24][CH2:23][CH2:22][CH2:21]3)=[CH:14][CH:13]=2)[CH2:32][CH2:31][CH2:30][CH2:29][CH2:28]1. The catalyst class is: 2. (9) Reactant: Br[C:2]1[CH:14]=[CH:13][C:12]2[C:11]3[C:6](=[CH:7][CH:8]=[CH:9][CH:10]=3)[N:5]([CH:15]3[CH2:20][CH2:19][CH2:18][CH2:17][O:16]3)[C:4]=2[CH:3]=1.[NH:21]1[CH:25]=[CH:24][CH:23]=[N:22]1.C(=O)([O-])[O-].[K+].[K+].N1CCC[C@H]1C(O)=O. Product: [N:21]1([C:2]2[CH:14]=[CH:13][C:12]3[C:11]4[C:6](=[CH:7][CH:8]=[CH:9][CH:10]=4)[N:5]([CH:15]4[CH2:20][CH2:19][CH2:18][CH2:17][O:16]4)[C:4]=3[CH:3]=2)[CH:25]=[CH:24][CH:23]=[N:22]1. The catalyst class is: 205.